From a dataset of NCI-60 drug combinations with 297,098 pairs across 59 cell lines. Regression. Given two drug SMILES strings and cell line genomic features, predict the synergy score measuring deviation from expected non-interaction effect. (1) Cell line: KM12. Drug 1: C1CN1P(=S)(N2CC2)N3CC3. Drug 2: C(CCl)NC(=O)N(CCCl)N=O. Synergy scores: CSS=6.37, Synergy_ZIP=-3.63, Synergy_Bliss=3.59, Synergy_Loewe=-3.33, Synergy_HSA=-0.0933. (2) Drug 1: CC=C1C(=O)NC(C(=O)OC2CC(=O)NC(C(=O)NC(CSSCCC=C2)C(=O)N1)C(C)C)C(C)C. Drug 2: C1=NC2=C(N1)C(=S)N=CN2. Cell line: SF-539. Synergy scores: CSS=43.1, Synergy_ZIP=4.95, Synergy_Bliss=6.88, Synergy_Loewe=4.98, Synergy_HSA=5.03.